Dataset: Experimentally validated miRNA-target interactions with 360,000+ pairs, plus equal number of negative samples. Task: Binary Classification. Given a miRNA mature sequence and a target amino acid sequence, predict their likelihood of interaction. (1) The miRNA is hsa-miR-4456 with sequence CCUGGUGGCUUCCUUUU. The protein sequence of the target gene is MLENYGNVASLGFPLLKPAVISQLEGGSELGGSSPLAAGTGLQGLQTDIQTDNDLTKEMYEGKENVSFELQRDFSQETDFSEASLLEKQQEVHSAGNIKKEKSNTIDGTVKDETSPVEECFFSQSSNSYQCHTITGEQPSGCTGLGKSISFDTKLVKHEIINSEERPFKCEELVEPFRCDSQLIQHQENNTEEKPYQCSECGKAFSINEKLIWHQRLHSGEKPFKCVECGKSFSYSSHYITHQTIHSGEKPYQCKMCGKAFSVNGSLSRHQRIHTGEKPYQCKECGNGFSCSSAYITHQR.... Result: 0 (no interaction). (2) The miRNA is mmu-miR-1188-5p with sequence UGGUGUGAGGUUGGGCCAGGA. The protein sequence of the target gene is MPLLPAALTSSMLYFQMVIMAGTVMLAYYFEYTDTFTVNVQGFFCHDSAYRKPYPGPEDSSAVPPVLLYSLAAGVPVLVIIVGETAVFCLQLATRDFENQEKTILTGDCCYINPLVRRTVRFLGIYTFGLFATDIFVNAGQVVTGNLAPHFLALCKPNYTALGCQQYTQFISGEEACTGNPDLIMRARKTFPSKEAALSVYAAMYLTMYITNTIKAKGTRLAKPVLCLGLMCLAFLTGLNRVAEYRNHWSDVIAGFLVGISIAVFLVVCVVNNFKGRQAENEHIHMDNLAQMPMISIPRV.... Result: 0 (no interaction).